This data is from Full USPTO retrosynthesis dataset with 1.9M reactions from patents (1976-2016). The task is: Predict the reactants needed to synthesize the given product. (1) Given the product [O:25]1[CH2:26][CH2:27][CH2:28][CH2:29][CH:24]1[O:23][CH2:22][CH2:21][O:20][C:17]1[CH:18]=[CH:19][C:14]([N:11]2[C:10]3[CH:30]=[CH:31][C:7]([B:34]4[O:38][C:37]([CH3:40])([CH3:39])[C:36]([CH3:42])([CH3:41])[O:35]4)=[CH:8][C:9]=3[N:13]=[CH:12]2)=[CH:15][CH:16]=1, predict the reactants needed to synthesize it. The reactants are: FC(F)(F)S(O[C:7]1[CH:31]=[CH:30][C:10]2[N:11]([C:14]3[CH:19]=[CH:18][C:17]([O:20][CH2:21][CH2:22][O:23][CH:24]4[CH2:29][CH2:28][CH2:27][CH2:26][O:25]4)=[CH:16][CH:15]=3)[CH:12]=[N:13][C:9]=2[CH:8]=1)(=O)=O.[B:34]1([B:34]2[O:38][C:37]([CH3:40])([CH3:39])[C:36]([CH3:42])([CH3:41])[O:35]2)[O:38][C:37]([CH3:40])([CH3:39])[C:36]([CH3:42])([CH3:41])[O:35]1.ClCCl.C([O-])(=O)C.[K+]. (2) Given the product [NH2:15][C:12]1[CH:13]=[CH:14][C:5]([S:4][CH:1]([CH3:3])[CH3:2])=[C:6]([CH:11]=1)[C:7]([NH:9][CH3:10])=[O:8], predict the reactants needed to synthesize it. The reactants are: [CH:1]([S:4][C:5]1[CH:14]=[CH:13][C:12]([N+:15]([O-])=O)=[CH:11][C:6]=1[C:7]([NH:9][CH3:10])=[O:8])([CH3:3])[CH3:2].O.C(O)(=O)C. (3) Given the product [Cl:21][C:22]1[CH:27]=[CH:26][C:25]([C:28]2[CH:36]=[CH:35][CH:34]=[C:33]3[C:29]=2[C:30](=[CH:19][C:3]2[NH:4][C:5]4[CH2:10][CH2:9][N:8]([CH2:11][CH2:12][N:13]5[CH2:14][CH2:15][CH2:16][CH2:17]5)[C:7](=[O:18])[C:6]=4[C:2]=2[CH3:1])[C:31](=[O:37])[NH:32]3)=[C:24]([F:38])[CH:23]=1, predict the reactants needed to synthesize it. The reactants are: [CH3:1][C:2]1[C:6]2[C:7](=[O:18])[N:8]([CH2:11][CH2:12][N:13]3[CH2:17][CH2:16][CH2:15][CH2:14]3)[CH2:9][CH2:10][C:5]=2[NH:4][C:3]=1[CH:19]=O.[Cl:21][C:22]1[CH:27]=[CH:26][C:25]([C:28]2[CH:36]=[CH:35][CH:34]=[C:33]3[C:29]=2[CH2:30][C:31](=[O:37])[NH:32]3)=[C:24]([F:38])[CH:23]=1. (4) Given the product [N:35]([CH:2]([C:4]1[N:5]([C:15]2[CH:20]=[CH:19][CH:18]=[CH:17][CH:16]=2)[C:6](=[O:14])[C:7]2[N:8]([CH:10]=[CH:11][C:12]=2[CH3:13])[CH:9]=1)[CH3:3])=[N+:36]=[N-:37], predict the reactants needed to synthesize it. The reactants are: O[CH:2]([C:4]1[N:5]([C:15]2[CH:20]=[CH:19][CH:18]=[CH:17][CH:16]=2)[C:6](=[O:14])[C:7]2[N:8]([CH:10]=[CH:11][C:12]=2[CH3:13])[CH:9]=1)[CH3:3].C1C=CC(P([N:35]=[N+:36]=[N-:37])(C2C=CC=CC=2)=O)=CC=1.C1CCN2C(=NCCC2)CC1.